Predict the reactants needed to synthesize the given product. From a dataset of Full USPTO retrosynthesis dataset with 1.9M reactions from patents (1976-2016). (1) Given the product [NH:1]1[C:2]2=[CH:3][CH:4]=[CH:5][C:6]3=[C:12]2[N:11]([CH2:10][CH2:9][O:8][C:7]3=[O:13])[C:14]1=[O:15], predict the reactants needed to synthesize it. The reactants are: [NH2:1][C:2]1[C:12]2[NH:11][CH2:10][CH2:9][O:8][C:7](=[O:13])[C:6]=2[CH:5]=[CH:4][CH:3]=1.[C:14](N1C=CN=C1)(N1C=CN=C1)=[O:15]. (2) Given the product [CH3:1][C:2]1([CH3:13])[CH2:11][C@H:10]([OH:12])[C:9]2[C:4](=[CH:5][CH:6]=[CH:7][CH:8]=2)[O:3]1, predict the reactants needed to synthesize it. The reactants are: [CH3:1][C:2]1([CH3:13])[CH2:11][C:10](=[O:12])[C:9]2[C:4](=[CH:5][CH:6]=[CH:7][CH:8]=2)[O:3]1.